Task: Predict the reactants needed to synthesize the given product.. Dataset: Full USPTO retrosynthesis dataset with 1.9M reactions from patents (1976-2016) (1) Given the product [Cl:41][C:40]1[CH:39]=[CH:38][C:30]([CH2:31][NH:32][C:33]([CH:35]2[CH2:36][CH2:37]2)=[O:34])=[CH:29][C:28]=1[NH:27][C:19](=[O:20])[C:18]1[CH:23]=[CH:24][C:15]([N:11]2[C:12](=[O:14])[NH:13][C:9]([C:3]3[C:4]([Cl:8])=[CH:5][CH:6]=[CH:7][C:2]=3[Cl:1])=[N:10]2)=[CH:16][C:17]=1[O:25][CH3:26], predict the reactants needed to synthesize it. The reactants are: [Cl:1][C:2]1[CH:7]=[CH:6][CH:5]=[C:4]([Cl:8])[C:3]=1[C:9]1[NH:13][C:12](=[O:14])[N:11]([C:15]2[CH:24]=[CH:23][C:18]([C:19](OC)=[O:20])=[C:17]([O:25][CH3:26])[CH:16]=2)[N:10]=1.[NH2:27][C:28]1[CH:29]=[C:30]([CH:38]=[CH:39][C:40]=1[Cl:41])[CH2:31][NH:32][C:33]([CH:35]1[CH2:37][CH2:36]1)=[O:34].C[Al](C)C. (2) Given the product [Br:1][C:2]1[CH:7]=[CH:6][C:5]([O:8][CH:9]([F:11])[F:10])=[C:4]2[C:3]=1[CH:15]=[CH:14][CH:13]([CH:16]1[CH2:18][CH2:17]1)[O:12]2, predict the reactants needed to synthesize it. The reactants are: [Br:1][C:2]1[CH:7]=[CH:6][C:5]([O:8][CH:9]([F:11])[F:10])=[C:4]([O:12][CH:13]([CH:16]2[CH2:18][CH2:17]2)[C:14]#[CH:15])[CH:3]=1.C(N(CC)C1C=CC=CC=1)C.Cl.